Dataset: Forward reaction prediction with 1.9M reactions from USPTO patents (1976-2016). Task: Predict the product of the given reaction. (1) Given the reactants [O:1]1[CH2:6][CH2:5][N:4]([C:7]2[CH:8]=[CH:9][C:10]3[O:16][CH2:15][CH:14]4[CH2:17][N:18](C(OC(C)(C)C)=O)[CH2:19][CH2:20][N:13]4[C:12](=[O:28])[C:11]=3[CH:29]=2)[CH2:3][CH2:2]1.C(OCC)(=O)C.[ClH:36], predict the reaction product. The product is: [ClH:36].[ClH:36].[O:1]1[CH2:2][CH2:3][N:4]([C:7]2[CH:8]=[CH:9][C:10]3[O:16][CH2:15][CH:14]4[CH2:17][NH:18][CH2:19][CH2:20][N:13]4[C:12](=[O:28])[C:11]=3[CH:29]=2)[CH2:5][CH2:6]1. (2) Given the reactants [C:1]1([C:21]2[CH:26]=[CH:25][CH:24]=[CH:23][CH:22]=2)[CH:6]=[CH:5][C:4]([C:7]([N:9]2[CH2:13][C:12](=[N:14][O:15][CH3:16])[CH2:11][C@H:10]2[C:17](=[N:19][OH:20])[NH2:18])=[O:8])=[CH:3][CH:2]=1.[C:27]([N:30]1[CH2:35][CH2:34][CH:33]([C:36](O)=O)[CH2:32][CH2:31]1)(=[O:29])[CH3:28], predict the reaction product. The product is: [CH3:16][O:15][N:14]=[C:12]1[CH2:11][C@@H:10]([C:17]2[N:18]=[C:36]([CH:33]3[CH2:34][CH2:35][N:30]([C:27](=[O:29])[CH3:28])[CH2:31][CH2:32]3)[O:20][N:19]=2)[N:9]([C:7]([C:4]2[CH:3]=[CH:2][C:1]([C:21]3[CH:26]=[CH:25][CH:24]=[CH:23][CH:22]=3)=[CH:6][CH:5]=2)=[O:8])[CH2:13]1. (3) Given the reactants [CH:1]1([CH2:4][N:5]2[C:11](=[O:12])[C@@H:10]([NH:13][C:14](=[O:21])[C@@:15]([F:20])([CH3:19])[C:16](O)=[O:17])[C:9]3[CH:22]=[CH:23][CH:24]=[CH:25][C:8]=3[C:7]3[CH:26]=[CH:27][CH:28]=[CH:29][C:6]2=3)[CH2:3][CH2:2]1.[F:30][C:31]([F:39])([C:35]([F:38])([F:37])[F:36])[CH2:32][CH2:33][NH2:34], predict the reaction product. The product is: [CH:1]1([CH2:4][N:5]2[C:11](=[O:12])[C@@H:10]([NH:13][C:14](=[O:21])[C@@:15]([F:20])([CH3:19])[C:16]([NH:34][CH2:33][CH2:32][C:31]([F:39])([F:30])[C:35]([F:38])([F:37])[F:36])=[O:17])[C:9]3[CH:22]=[CH:23][CH:24]=[CH:25][C:8]=3[C:7]3[CH:26]=[CH:27][CH:28]=[CH:29][C:6]2=3)[CH2:2][CH2:3]1. (4) Given the reactants [CH3:1][O:2][C:3]1[CH:4]=[C:5]([C:14]2[N:18]([C:19]3[C:20]([C:25]([F:28])([F:27])[F:26])=[N:21][CH:22]=[CH:23][CH:24]=3)[N:17]=[CH:16][CH:15]=2)[CH:6]=[C:7]([N+:11]([O-:13])=[O:12])[C:8]=1[O:9][CH3:10].FC(F)(F)C(OC(=O)C(F)(F)F)=[O:32], predict the reaction product. The product is: [CH3:1][O:2][C:3]1[CH:4]=[C:5]([C:14]2[N:18]([C:19]3[C:20]([C:25]([F:27])([F:28])[F:26])=[N+:21]([O-:32])[CH:22]=[CH:23][CH:24]=3)[N:17]=[CH:16][CH:15]=2)[CH:6]=[C:7]([N+:11]([O-:13])=[O:12])[C:8]=1[O:9][CH3:10]. (5) The product is: [CH:18]1([N:5]2[C:4]3[N:3]=[C:2]([NH:33][C:32]4[CH:31]=[CH:30][C:29]([C:34]([OH:36])=[O:35])=[C:27]5[C:26]=4[O:25][CH2:24][CH2:28]5)[N:11]=[CH:10][C:9]=3[N:8]([CH3:12])[C:7](=[O:13])[C:6]2([CH2:16][CH3:17])[CH2:14][CH3:15])[CH2:22][CH2:21][CH2:20][CH2:19]1. Given the reactants Cl[C:2]1[N:11]=[CH:10][C:9]2[N:8]([CH3:12])[C:7](=[O:13])[C:6]([CH2:16][CH3:17])([CH2:14][CH3:15])[N:5]([CH:18]3[CH2:22][CH2:21][CH2:20][CH2:19]3)[C:4]=2[N:3]=1.C[CH:24]1[CH2:28][C:27]2=[C:29]([C:34]([OH:36])=[O:35])[CH:30]=[CH:31][C:32]([NH2:33])=[C:26]2[O:25]1.Cl, predict the reaction product. (6) Given the reactants [C:1]1([CH3:23])[CH:6]=[CH:5][C:4]([S:7]([C:10]2[CH:15]=[CH:14][C:13]([N:16]3[CH2:21][CH2:20][C:19](=O)[CH2:18][CH2:17]3)=[CH:12][CH:11]=2)(=[O:9])=[O:8])=[CH:3][CH:2]=1.[NH2:24][CH2:25][C@@H:26]([C:28]1[CH:29]=[CH:30][C:31]([OH:39])=[C:32]([NH:34][S:35]([CH3:38])(=[O:37])=[O:36])[CH:33]=1)[OH:27], predict the reaction product. The product is: [OH:39][C:31]1[CH:30]=[CH:29][C:28]([CH:26]([OH:27])[CH2:25][NH:24][CH:19]2[CH2:20][CH2:21][N:16]([C:13]3[CH:12]=[CH:11][C:10]([S:7]([C:4]4[CH:5]=[CH:6][C:1]([CH3:23])=[CH:2][CH:3]=4)(=[O:8])=[O:9])=[CH:15][CH:14]=3)[CH2:17][CH2:18]2)=[CH:33][C:32]=1[NH:34][S:35]([CH3:38])(=[O:37])=[O:36].